The task is: Regression. Given two drug SMILES strings and cell line genomic features, predict the synergy score measuring deviation from expected non-interaction effect.. This data is from NCI-60 drug combinations with 297,098 pairs across 59 cell lines. Drug 1: C1CN1P(=S)(N2CC2)N3CC3. Drug 2: CC1=C(N=C(N=C1N)C(CC(=O)N)NCC(C(=O)N)N)C(=O)NC(C(C2=CN=CN2)OC3C(C(C(C(O3)CO)O)O)OC4C(C(C(C(O4)CO)O)OC(=O)N)O)C(=O)NC(C)C(C(C)C(=O)NC(C(C)O)C(=O)NCCC5=NC(=CS5)C6=NC(=CS6)C(=O)NCCC[S+](C)C)O. Cell line: SNB-75. Synergy scores: CSS=18.1, Synergy_ZIP=-7.65, Synergy_Bliss=-2.60, Synergy_Loewe=-6.67, Synergy_HSA=-0.103.